Dataset: Reaction yield outcomes from USPTO patents with 853,638 reactions. Task: Predict the reaction yield, written as a fraction of the theoretical maximum amount of product (1.0 means a 100% yield; for example, 0.34 means a 34% yield). (1) The reactants are [CH3:1][O:2][C:3]1[CH:8]=[CH:7][C:6]([N+:9]([O-])=O)=[CH:5][C:4]=1[C:12]1[CH2:13][CH2:14][N:15]([C:18]([O:20][C:21]([CH3:24])([CH3:23])[CH3:22])=[O:19])[CH2:16][CH:17]=1.[H][H]. The catalyst is CO.CCOC(C)=O.[Pd]. The product is [NH2:9][C:6]1[CH:7]=[CH:8][C:3]([O:2][CH3:1])=[C:4]([CH:12]2[CH2:17][CH2:16][N:15]([C:18]([O:20][C:21]([CH3:22])([CH3:23])[CH3:24])=[O:19])[CH2:14][CH2:13]2)[CH:5]=1. The yield is 0.840. (2) The reactants are [CH3:1][O:2][C:3]1[CH:8]=[CH:7][C:6]([NH:9][C:10]2[CH:18]=[CH:17][CH:16]=[C:12]([C:13]([OH:15])=O)[C:11]=2[C:19]([OH:21])=O)=[C:5]([O:22][C:23]2[CH:28]=[CH:27][CH:26]=[CH:25][CH:24]=2)[CH:4]=1.Cl.[NH2:30][CH:31]1[CH2:37][CH2:36][C:35](=[O:38])[NH:34][C:32]1=[O:33]. The catalyst is N1C=CC=CC=1. The product is [O:33]=[C:32]1[CH:31]([N:30]2[C:19](=[O:21])[C:11]3[C:12](=[CH:16][CH:17]=[CH:18][C:10]=3[NH:9][C:6]3[CH:7]=[CH:8][C:3]([O:2][CH3:1])=[CH:4][C:5]=3[O:22][C:23]3[CH:28]=[CH:27][CH:26]=[CH:25][CH:24]=3)[C:13]2=[O:15])[CH2:37][CH2:36][C:35](=[O:38])[NH:34]1. The yield is 0.890. (3) The reactants are ON1C2C=CC=CC=2N=N1.Cl.CN(C)CCCN=C=NCC.Cl.[CH3:24][N:25]1[C:30](=[O:31])[CH2:29][NH:28][CH2:27][C:26]1=[O:32].[CH3:33][C:34]1[CH:35]=[CH:36][C:37]([C:40]2[N:44]([C:45]3[CH:46]=[N:47][CH:48]=[CH:49][CH:50]=3)[N:43]=[C:42]([C:51](O)=[O:52])[CH:41]=2)=[N:38][CH:39]=1. The catalyst is CN(C)C=O.C(N(CC)CC)C. The product is [CH3:33][C:34]1[CH:35]=[CH:36][C:37]([C:40]2[N:44]([C:45]3[CH:46]=[N:47][CH:48]=[CH:49][CH:50]=3)[N:43]=[C:42]([C:51]([N:28]3[CH2:29][C:30](=[O:31])[N:25]([CH3:24])[C:26](=[O:32])[CH2:27]3)=[O:52])[CH:41]=2)=[N:38][CH:39]=1. The yield is 0.780. (4) The reactants are [Cl:1][C:2]1[CH:7]=[CH:6][C:5]([S:8]([C:10]2[C:11]([C:36]#[N:37])=[C:12]([C:26]3[CH:31]=[CH:30][N:29]=[C:28]([NH:32][C:33](=[O:35])[CH3:34])[CH:27]=3)[S:13][C:14]=2[C:15]2[N:19]=[CH:18][N:17](C3CCCCO3)[N:16]=2)=[O:9])=[CH:4][CH:3]=1.C(O)(C(F)(F)F)=O. No catalyst specified. The product is [Cl:1][C:2]1[CH:7]=[CH:6][C:5]([S:8]([C:10]2[C:11]([C:36]#[N:37])=[C:12]([C:26]3[CH:31]=[CH:30][N:29]=[C:28]([NH:32][C:33](=[O:35])[CH3:34])[CH:27]=3)[S:13][C:14]=2[C:15]2[NH:19][CH:18]=[N:17][N:16]=2)=[O:9])=[CH:4][CH:3]=1. The yield is 0.419.